This data is from Full USPTO retrosynthesis dataset with 1.9M reactions from patents (1976-2016). The task is: Predict the reactants needed to synthesize the given product. (1) Given the product [CH2:21]([C:20]([C:17]1[CH:18]=[CH:19][C:14]([C:12]2[CH:13]=[C:8]([CH2:7][C:6]([OH:45])=[O:5])[CH:9]=[N:10][CH:11]=2)=[C:15]([CH3:44])[CH:16]=1)([C:23]1[CH:28]=[CH:27][C:26](/[CH:29]=[CH:30]/[C:31]([OH:40])([C:36]([F:37])([F:38])[F:39])[C:32]([F:34])([F:35])[F:33])=[C:25]([CH3:41])[CH:24]=1)[CH2:42][CH3:43])[CH3:22], predict the reactants needed to synthesize it. The reactants are: [OH-].[Na+].C([O:5][C:6](=[O:45])[CH2:7][C:8]1[CH:9]=[N:10][CH:11]=[C:12]([C:14]2[CH:19]=[CH:18][C:17]([C:20]([CH2:42][CH3:43])([C:23]3[CH:28]=[CH:27][C:26](/[CH:29]=[CH:30]/[C:31]([OH:40])([C:36]([F:39])([F:38])[F:37])[C:32]([F:35])([F:34])[F:33])=[C:25]([CH3:41])[CH:24]=3)[CH2:21][CH3:22])=[CH:16][C:15]=2[CH3:44])[CH:13]=1)C.Cl. (2) Given the product [CH:24]1([O:23][C:20]2[CH:21]=[CH:22][C:17]([O:1][C:2]3[CH:3]=[CH:4][C:5]([CH2:8][CH2:9][CH:10]([NH:12][C:13](=[O:15])[CH3:14])[CH3:11])=[CH:6][CH:7]=3)=[N:18][CH:19]=2)[CH2:25][CH2:26][CH2:27][CH2:28]1, predict the reactants needed to synthesize it. The reactants are: [OH:1][C:2]1[CH:7]=[CH:6][C:5]([CH2:8][CH2:9][CH:10]([NH:12][C:13](=[O:15])[CH3:14])[CH3:11])=[CH:4][CH:3]=1.Cl[C:17]1[CH:22]=[CH:21][C:20]([O:23][CH:24]2[CH2:28][CH2:27][CH2:26][CH2:25]2)=[CH:19][N:18]=1.[H-].[Na+]. (3) Given the product [C:19]([O:11][C:7]1[CH:8]=[CH:9][CH:10]=[C:5]([C:3](=[N:2][O:1][C:26](=[O:29])[CH3:27])[NH2:4])[CH:6]=1)(=[O:21])[CH3:20], predict the reactants needed to synthesize it. The reactants are: [OH:1][N:2]=[C:3]([C:5]1[CH:10]=[CH:9][CH:8]=[C:7]([OH:11])[CH:6]=1)[NH2:4].C(N(CC)CC)C.[C:19](OC(=O)C)(=[O:21])[CH3:20].[CH:26]([O:29]C(C)C)(C)[CH3:27]. (4) Given the product [N:10](=[C:4]([C:3]1[N:21]=[C:13]([C:14]2[CH:19]=[CH:18][CH:17]=[CH:16][CH:15]=2)[S:20][CH:2]=1)[C:5]([O:7][CH2:8][CH3:9])=[O:6])[OH:11], predict the reactants needed to synthesize it. The reactants are: Cl[CH2:2][C:3](=O)[C:4](=[N:10][OH:11])[C:5]([O:7][CH2:8][CH3:9])=[O:6].[C:13]([NH2:21])(=[S:20])[C:14]1[CH:19]=[CH:18][CH:17]=[CH:16][CH:15]=1. (5) Given the product [Br:21][C:20]1([Br:22])[C@H:10]2[C@@H:11]1[CH2:12][O:13][C:14]1[C:9]2=[CH:8][CH:7]=[C:6]([CH2:5][O:4][CH3:3])[C:15]=1[C:16]([O:18][CH3:19])=[O:17], predict the reactants needed to synthesize it. The reactants are: [OH-].[Na+].[CH3:3][O:4][CH2:5][C:6]1[C:15]([C:16]([O:18][CH3:19])=[O:17])=[C:14]2[C:9]([CH:10]=[CH:11][CH2:12][O:13]2)=[CH:8][CH:7]=1.[CH:20](Br)([Br:22])[Br:21].C(OCC)(=O)C.